From a dataset of Reaction yield outcomes from USPTO patents with 853,638 reactions. Predict the reaction yield, written as a fraction of the theoretical maximum amount of product (1.0 means a 100% yield; for example, 0.34 means a 34% yield). (1) The reactants are [C:1]([O:5][C:6]([N:8]1[CH2:13][CH2:12][CH:11]([SH:14])[CH2:10][CH2:9]1)=[O:7])([CH3:4])([CH3:3])[CH3:2].[Cl:15][C:16]1[C:21]([CH3:22])=[C:20](Cl)[N:19]=[CH:18][N:17]=1.CC(C)([O-])C.[Na+]. The catalyst is C1COCC1. The product is [C:1]([O:5][C:6]([N:8]1[CH2:13][CH2:12][CH:11]([S:14][C:20]2[C:21]([CH3:22])=[C:16]([Cl:15])[N:17]=[CH:18][N:19]=2)[CH2:10][CH2:9]1)=[O:7])([CH3:4])([CH3:2])[CH3:3]. The yield is 0.970. (2) The reactants are [H-].[Na+].[NH2:3][C:4]1[C:5]([F:11])=[N:6][CH:7]=[C:8]([Br:10])[CH:9]=1.Br[CH2:13][CH2:14][O:15][CH2:16][CH2:17]Br.O. The catalyst is CN(C=O)C. The product is [Br:10][C:8]1[CH:9]=[C:4]([N:3]2[CH2:17][CH2:16][O:15][CH2:14][CH2:13]2)[C:5]([F:11])=[N:6][CH:7]=1. The yield is 0.830. (3) The reactants are C(O[C:6](=[O:28])[NH:7][CH:8]1[CH2:12][CH2:11][N:10]([CH2:13][C:14](=[O:26])[NH:15][CH:16]2[CH2:25][CH2:24][C:23]3[C:18](=[CH:19][CH:20]=[CH:21][CH:22]=3)[CH2:17]2)[C:9]1=[O:27])(C)(C)C.[C:29]([N:36](C)[C@H:37](C(O)=O)[CH3:38])(OC(C)(C)C)=O.C1C=CC2N(O)N=NC=2C=1.CCN=C=NCCCN(C)C.CCN(C(C)C)C(C)C. The catalyst is C(O)(C(F)(F)F)=O.C(Cl)Cl.C(OCC)(=O)C. The product is [CH3:29][NH:36][CH:37]([CH3:38])[C:6]([NH:7][CH:8]1[CH2:12][CH2:11][N:10]([CH2:13][C:14](=[O:26])[NH:15][CH:16]2[C:17]3[C:18](=[CH:19][CH:20]=[CH:21][CH:22]=3)[CH2:23][CH2:24][CH2:25]2)[C:9]1=[O:27])=[O:28]. The yield is 0.160. (4) The product is [Cl:38][C:39]1[CH:47]=[CH:46][C:42]([C:43]([O:22][C@H:14]2[CH2:15][CH2:16][C@@:17]3([CH3:18])[C:12](=[CH:11][CH2:10][C@@H:9]4[C@@H:19]3[CH2:20][CH2:21][C@@:4]3([CH3:5])[C@H:6]4[CH2:7][CH2:8][C:3]3=[N:1][OH:2])[CH2:13]2)=[O:44])=[CH:41][CH:40]=1. The reactants are [N:1](=[C:3]1[CH2:8][CH2:7][C@H:6]2[C@H:9]3[C@H:19]([CH2:20][CH2:21][C@:4]12[CH3:5])[C@:17]1([CH3:18])[C:12]([CH2:13][C@@H:14]([OH:22])[CH2:15][CH2:16]1)=[CH:11][CH2:10]3)[OH:2].C1(N=C=NC2CCCCC2)CCCCC1.[Cl:38][C:39]1[CH:47]=[CH:46][C:42]([C:43](O)=[O:44])=[CH:41][CH:40]=1. The yield is 0.600. The catalyst is ClCCl. (5) The reactants are O=P12OP3(OP(OP(O3)(O1)=O)(=O)O2)=O.[Cl:15][C:16]1[CH:17]=[C:18]([CH:22]([OH:39])[CH2:23][O:24][C:25]2[CH:38]=[CH:37][C:28]([CH2:29][CH:30]3[S:34][C:33](=[O:35])[NH:32][C:31]3=[O:36])=[CH:27][CH:26]=2)[CH:19]=[CH:20][CH:21]=1.C(N(CC)C(C)C)(C)C.C([O-])(O)=O.[Na+]. The catalyst is C(Cl)Cl.CS(C)=O. The product is [Cl:15][C:16]1[CH:17]=[C:18]([C:22](=[O:39])[CH2:23][O:24][C:25]2[CH:38]=[CH:37][C:28]([CH2:29][CH:30]3[S:34][C:33](=[O:35])[NH:32][C:31]3=[O:36])=[CH:27][CH:26]=2)[CH:19]=[CH:20][CH:21]=1. The yield is 0.470. (6) The reactants are Br[C:2]1[CH:10]=[CH:9][CH:8]=[C:7]2[C:3]=1[C:4]([C:18]([N:20]1[CH2:25][CH2:24][CH:23]([C:26]3[CH:27]=[C:28]([CH:37]=[CH:38][C:39]=3[F:40])[CH2:29][NH:30][C:31](=[O:36])[C:32]([F:35])([F:34])[F:33])[CH2:22][CH2:21]1)=[O:19])=[CH:5][N:6]2[CH2:11][CH2:12][O:13][C:14]([F:17])([F:16])[F:15].[N:41]1[CH:46]=[C:45](B(O)O)[CH:44]=[N:43][CH:42]=1.C(=O)([O-])[O-].[Cs+].[Cs+].C(Cl)Cl. The catalyst is O1CCOCC1.O.C1C=CC(P(C2C=CC=CC=2)[C-]2C=CC=C2)=CC=1.C1C=CC(P(C2C=CC=CC=2)[C-]2C=CC=C2)=CC=1.Cl[Pd]Cl.[Fe+2]. The product is [F:34][C:32]([F:33])([F:35])[C:31]([NH:30][CH2:29][C:28]1[CH:37]=[CH:38][C:39]([F:40])=[C:26]([CH:23]2[CH2:22][CH2:21][N:20]([C:18]([C:4]3[C:3]4[C:7](=[CH:8][CH:9]=[CH:10][C:2]=4[C:45]4[CH:46]=[N:41][CH:42]=[N:43][CH:44]=4)[N:6]([CH2:11][CH2:12][O:13][C:14]([F:17])([F:15])[F:16])[CH:5]=3)=[O:19])[CH2:25][CH2:24]2)[CH:27]=1)=[O:36]. The yield is 0.920.